From a dataset of Catalyst prediction with 721,799 reactions and 888 catalyst types from USPTO. Predict which catalyst facilitates the given reaction. (1) Product: [Br:20][CH2:12][C:11]1[CH:10]=[CH:9][C:4]([C:5]([O:7][CH3:8])=[O:6])=[CH:3][C:2]=1[Cl:1]. Reactant: [Cl:1][C:2]1[CH:3]=[C:4]([CH:9]=[CH:10][C:11]=1[CH3:12])[C:5]([O:7][CH3:8])=[O:6].C1C(=O)N([Br:20])C(=O)C1. The catalyst class is: 53. (2) Reactant: [F:1][C:2]1[CH:3]=[C:4]([C@H:9]2[N:14]([CH2:15][C:16]([O:18]C)=[O:17])[C:13](=[O:20])[C:12]([CH2:23][CH3:24])([CH2:21][CH3:22])[NH:11][CH2:10]2)[CH:5]=[C:6]([F:8])[CH:7]=1.[Li+].[OH-].[ClH:27]. Product: [ClH:27].[F:1][C:2]1[CH:3]=[C:4]([C@H:9]2[N:14]([CH2:15][C:16]([OH:18])=[O:17])[C:13](=[O:20])[C:12]([CH2:23][CH3:24])([CH2:21][CH3:22])[NH:11][CH2:10]2)[CH:5]=[C:6]([F:8])[CH:7]=1. The catalyst class is: 20.